From a dataset of Catalyst prediction with 721,799 reactions and 888 catalyst types from USPTO. Predict which catalyst facilitates the given reaction. (1) Reactant: [CH3:1][O:2][C:3]([C:5]1([NH2:15])[CH2:7][CH:6]1[C:8]1[CH:13]=[CH:12][CH:11]=[CH:10][C:9]=1[Br:14])=[O:4].[C:16]([NH:23][C@H:24](C(O)=O)[CH2:25][C:26]1[CH:31]=[CH:30][CH:29]=[CH:28][CH:27]=1)([O:18][C:19]([CH3:22])([CH3:21])[CH3:20])=[O:17].F[P-](F)(F)(F)(F)F.N1(OC(N(C)C)=[N+](C)C)C2N=CC=CC=2N=N1.C(N(C(C)C)CC)(C)C.C(O)(=O)CC(CC(O)=O)([C:72]([OH:74])=[O:73])O. Product: [CH3:1][O:2][C:3]([C:5]1([NH:15][C:72]([O:74][CH:24]([NH:23][C:16]([O:18][C:19]([CH3:20])([CH3:21])[CH3:22])=[O:17])[CH2:25][C:26]2[CH:27]=[CH:28][CH:29]=[CH:30][CH:31]=2)=[O:73])[CH2:7][CH:6]1[C:8]1[CH:13]=[CH:12][CH:11]=[CH:10][C:9]=1[Br:14])=[O:4]. The catalyst class is: 124. (2) Reactant: [CH3:1][O:2][C:3](=[O:32])[NH:4][CH:5]([C:9]([N:11]1[CH:19]([C:20]2[NH:21][C:22]([C:25]3[CH:30]=[CH:29][C:28]([Br:31])=[CH:27][CH:26]=3)=[CH:23][N:24]=2)[CH2:18][C:13]2(OCC[O:14]2)[CH2:12]1)=[O:10])[CH:6]([CH3:8])[CH3:7].O.CC1C=CC(S(O)(=O)=O)=CC=1.O. Product: [CH3:1][O:2][C:3](=[O:32])[NH:4][CH:5]([C:9]([N:11]1[CH2:12][C:13](=[O:14])[CH2:18][CH:19]1[C:20]1[NH:21][C:22]([C:25]2[CH:26]=[CH:27][C:28]([Br:31])=[CH:29][CH:30]=2)=[CH:23][N:24]=1)=[O:10])[CH:6]([CH3:8])[CH3:7]. The catalyst class is: 21. (3) Reactant: Cl.[NH2:2][C@H:3]([CH2:15][C:16]1[CH:21]=[CH:20][C:19]([C:22]2[CH:27]=[CH:26][CH:25]=[C:24]([Cl:28])[CH:23]=2)=[CH:18][CH:17]=1)[CH2:4][C:5]([O:7][CH2:8][C:9]1[CH:14]=[CH:13][CH:12]=[CH:11][CH:10]=1)=[O:6].[CH2:29]([O:31][C:32](=[O:38])/[CH:33]=[CH:34]/[C:35](O)=[O:36])[CH3:30].CCN=C=NCCCN(C)C.Cl.CCN(C(C)C)C(C)C.C1C=NC2N(O)N=NC=2C=1. Product: [CH2:8]([O:7][C:5](=[O:6])[CH2:4][C@H:3]([NH:2][C:35](=[O:36])/[CH:34]=[CH:33]/[C:32]([O:31][CH2:29][CH3:30])=[O:38])[CH2:15][C:16]1[CH:17]=[CH:18][C:19]([C:22]2[CH:27]=[CH:26][CH:25]=[C:24]([Cl:28])[CH:23]=2)=[CH:20][CH:21]=1)[C:9]1[CH:10]=[CH:11][CH:12]=[CH:13][CH:14]=1. The catalyst class is: 18. (4) Reactant: [OH-].[K+].C([O:5][C:6]([C:8]1[NH:9][C:10]2[C:15]([CH:16]=1)=[C:14]([CH3:17])[CH:13]=[C:12]([O:18][CH2:19][C:20]1[CH:25]=[CH:24][CH:23]=[CH:22][CH:21]=1)[CH:11]=2)=[O:7])C.Cl. Product: [CH2:19]([O:18][C:12]1[CH:11]=[C:10]2[C:15]([CH:16]=[C:8]([C:6]([OH:7])=[O:5])[NH:9]2)=[C:14]([CH3:17])[CH:13]=1)[C:20]1[CH:25]=[CH:24][CH:23]=[CH:22][CH:21]=1. The catalyst class is: 8. (5) Reactant: [CH3:1][O:2][C:3](=[O:24])[C@@H:4]([O:21][CH2:22][CH3:23])[CH2:5][C:6]1[CH:11]=[CH:10][C:9]([O:12]CC2C=CC=CC=2)=[CH:8][C:7]=1[F:20]. Product: [CH3:1][O:2][C:3](=[O:24])[C@@H:4]([O:21][CH2:22][CH3:23])[CH2:5][C:6]1[CH:11]=[CH:10][C:9]([OH:12])=[CH:8][C:7]=1[F:20]. The catalyst class is: 45. (6) Reactant: [CH3:1]C([O-])(C)C.[K+].[CH2:7]([N:14]1[CH2:18][CH2:17][C:16](=O)[CH2:15]1)[C:8]1[CH:13]=[CH:12][CH:11]=[CH:10][CH:9]=1.[NH4+].[Cl-]. Product: [CH2:7]([N:14]1[CH2:18][CH2:17][C:16](=[CH2:1])[CH2:15]1)[C:8]1[CH:13]=[CH:12][CH:11]=[CH:10][CH:9]=1. The catalyst class is: 307. (7) Reactant: [CH3:1][C:2]1[C:7]([CH3:8])=[C:6]([O:9][C:10]2[C:19]3[C:14](=[CH:15][C:16]([OH:22])=[C:17]([C:20]#[N:21])[CH:18]=3)[N:13]=[CH:12][CH:11]=2)[CH:5]=[CH:4][C:3]=1[NH:23][C:24]([NH:26][CH:27]1[CH2:29][CH2:28]1)=[O:25].Cl.Cl[CH2:32][CH2:33][CH2:34][N:35]1[CH2:39][CH2:38][CH2:37][CH2:36]1.C(=O)([O-])[O-].[K+].[K+].CN(C)C=O. Product: [C:20]([C:17]1[CH:18]=[C:19]2[C:14](=[CH:15][C:16]=1[O:22][CH2:32][CH2:33][CH2:34][N:35]1[CH2:39][CH2:38][CH2:37][CH2:36]1)[N:13]=[CH:12][CH:11]=[C:10]2[O:9][C:6]1[CH:5]=[CH:4][C:3]([NH:23][C:24]([NH:26][CH:27]2[CH2:28][CH2:29]2)=[O:25])=[C:2]([CH3:1])[C:7]=1[CH3:8])#[N:21]. The catalyst class is: 84.